From a dataset of Full USPTO retrosynthesis dataset with 1.9M reactions from patents (1976-2016). Predict the reactants needed to synthesize the given product. (1) Given the product [NH2:1][C:2]1[CH:3]=[C:4]2[C:8](=[CH:9][C:10]=1[N+:11]([O-:13])=[O:12])[C:7](=[O:14])[N:6]([CH2:20][CH:19]([N:18]([CH3:23])[CH3:17])[CH3:22])[C:5]2=[O:15], predict the reactants needed to synthesize it. The reactants are: [NH2:1][C:2]1[CH:3]=[C:4]2[C:8](=[CH:9][C:10]=1[N+:11]([O-:13])=[O:12])[C:7](=[O:14])[NH:6][C:5]2=[O:15].Cl.[CH3:17][N:18]([CH3:23])[CH:19]([CH3:22])[CH2:20]N.N1C=CN=C1.CCN(CC)CC. (2) The reactants are: [C:1]([C:4]1[O:5][CH:6]=[CH:7][CH:8]=1)(=[O:3])[CH3:2].[Br-].[Br-].[Br-].C([N+](CCCC)(CCCC)CCCC)CCC.C([N+](CCCC)(CCCC)CCCC)CCC.C([N+](CCCC)(CCCC)CCCC)CCC.[S-:63][C:64]#[N:65].[Na+].C(=O)([O-])O.[Na+]. Given the product [O:5]1[CH:6]=[CH:7][CH:8]=[C:4]1[C:1]([CH2:2][S:63][C:64]#[N:65])=[O:3], predict the reactants needed to synthesize it.